From a dataset of Blood-brain barrier permeability regression values from the B3DB database. Regression/Classification. Given a drug SMILES string, predict its absorption, distribution, metabolism, or excretion properties. Task type varies by dataset: regression for continuous measurements (e.g., permeability, clearance, half-life) or binary classification for categorical outcomes (e.g., BBB penetration, CYP inhibition). For this dataset (b3db_regression), we predict Y. The compound is C1CN(CCN1CCCN2C3=CC=CC=C3SC4=C2C=C(C=C4)C(F)(F)F)CCO. The Y is 1.50 log(BB ratio).